This data is from Catalyst prediction with 721,799 reactions and 888 catalyst types from USPTO. The task is: Predict which catalyst facilitates the given reaction. (1) Reactant: [CH:1](=[O:3])[CH3:2].CC([Si](C)(C)O[C@H:10]1[CH2:15][CH2:14][C@H:13]([N:16]2[C:24](=[O:25])[C:23]3[C:18](=[CH:19][CH:20]=[CH:21][CH:22]=3)[C:17]2=[O:26])[CH2:12][CH2:11]1)(C)C.[Bi](Br)(Br)Br.C([SiH](CC)CC)C. Product: [CH2:1]([O:3][C@H:10]1[CH2:11][CH2:12][C@H:13]([N:16]2[C:24](=[O:25])[C:23]3=[CH:22][CH:21]=[CH:20][CH:19]=[C:18]3[C:17]2=[O:26])[CH2:14][CH2:15]1)[CH3:2]. The catalyst class is: 10. (2) Reactant: Cl.[F:2][C:3]1([C:16]2[CH:21]=[CH:20][CH:19]=[CH:18][CH:17]=2)[CH2:8][CH2:7][N:6](C(OC(C)(C)C)=O)[CH2:5][CH2:4]1. Product: [F:2][C:3]1([C:16]2[CH:21]=[CH:20][CH:19]=[CH:18][CH:17]=2)[CH2:8][CH2:7][NH:6][CH2:5][CH2:4]1. The catalyst class is: 12. (3) Reactant: [N:1]1([C:7](=[O:15])[CH2:8][N:9]2[CH2:14][CH2:13][NH:12][CH2:11][CH2:10]2)[CH2:6][CH2:5][O:4][CH2:3][CH2:2]1.C(=O)(O)[O-].[Na+].[C:21](Cl)([Cl:23])=[O:22]. Product: [N:1]1([C:7](=[O:15])[CH2:8][N:9]2[CH2:10][CH2:11][N:12]([C:21]([Cl:23])=[O:22])[CH2:13][CH2:14]2)[CH2:2][CH2:3][O:4][CH2:5][CH2:6]1. The catalyst class is: 4. (4) Reactant: [N:1]1([CH2:6][C:7]([O:9][CH2:10]C)=[O:8])[CH:5]=[CH:4][N:3]=[N:2]1.[CH2:12](N(CC)CC)C. Product: [N:1]1([C:6](=[CH2:12])[C:7]([O:9][CH3:10])=[O:8])[CH:5]=[CH:4][N:3]=[N:2]1. The catalyst class is: 5. (5) Reactant: [N+:1]([C:4]1[CH:9]=[CH:8][C:7]([C:10]2([C:13]([OH:15])=[O:14])[CH2:12][CH2:11]2)=[CH:6][CH:5]=1)([O-])=O. Product: [NH2:1][C:4]1[CH:5]=[CH:6][C:7]([C:10]2([C:13]([OH:15])=[O:14])[CH2:12][CH2:11]2)=[CH:8][CH:9]=1. The catalyst class is: 29. (6) The catalyst class is: 7. Product: [N:1]1[CH:6]=[CH:5][CH:4]=[C:3]([C:7]2[CH:11]=[C:10]([C:12]([F:15])([F:13])[F:14])[N:9]([C:16]3[N:21]=[N:20][C:19]([NH2:22])=[CH:18][CH:17]=3)[N:8]=2)[CH:2]=1.[Cl:32][C:33]1[CH:38]=[C:37]([CH:36]=[CH:35][N:34]=1)[C:39]([NH:22][C:19]1[N:20]=[N:21][C:16]([N:9]2[C:10]([C:12]([F:15])([F:13])[F:14])=[CH:11][C:7]([C:3]3[CH:2]=[N:1][CH:6]=[CH:5][CH:4]=3)=[N:8]2)=[CH:17][CH:18]=1)=[O:40]. Reactant: [N:1]1[CH:6]=[CH:5][CH:4]=[C:3]([C:7]2[CH:11]=[C:10]([C:12]([F:15])([F:14])[F:13])[N:9]([C:16]3[N:21]=[N:20][C:19]([NH2:22])=[CH:18][CH:17]=3)[N:8]=2)[CH:2]=1.C(N(CC)C(C)C)(C)C.[Cl:32][C:33]1[CH:38]=[C:37]([C:39](Cl)=[O:40])[CH:36]=[CH:35][N:34]=1.C(=O)(O)[O-].[Na+]. (7) Reactant: [Br:1][CH2:2][C@@H:3]([OH:13])[CH2:4][CH2:5][C:6]1[CH:11]=[CH:10][CH:9]=[CH:8][C:7]=1O.C1(P(C2C=CC=CC=2)C2C=CC=CC=2)C=CC=CC=1.CC(OC(/N=N/C(OC(C)C)=O)=O)C. Product: [Br:1][CH2:2][C@H:3]1[CH2:4][CH2:5][C:6]2[C:7](=[CH:8][CH:9]=[CH:10][CH:11]=2)[O:13]1. The catalyst class is: 7. (8) Product: [Br:1][C:2]1[CH:3]=[C:4]2[C:9](=[CH:10][CH:11]=1)[C:8](=[O:12])[N:7]([CH2:21][C:20]1[CH:23]=[CH:24][C:17]([O:16][CH3:15])=[CH:18][CH:19]=1)[CH:6]=[CH:5]2. The catalyst class is: 44. Reactant: [Br:1][C:2]1[CH:3]=[C:4]2[C:9](=[CH:10][CH:11]=1)[C:8](=[O:12])[NH:7][CH:6]=[CH:5]2.[H-].[Na+].[CH3:15][O:16][C:17]1[CH:24]=[CH:23][C:20]([CH2:21]Cl)=[CH:19][CH:18]=1. (9) Product: [C:26]([O:25][C:24]([NH:23][CH2:22][CH2:21][CH2:20][C:12]1([C:14]2[CH:19]=[CH:18][CH:17]=[CH:16][CH:15]=2)[N:11]([C:36](=[S:37])[NH:31][NH2:43])[N:10]=[C:9]([C:3]2[CH:4]=[C:5]([F:8])[CH:6]=[CH:7][C:2]=2[F:1])[S:13]1)=[O:30])([CH3:27])([CH3:29])[CH3:28]. The catalyst class is: 1. Reactant: [F:1][C:2]1[CH:7]=[CH:6][C:5]([F:8])=[CH:4][C:3]=1[C:9]1[S:13][C:12]([CH2:20][CH2:21][CH2:22][NH:23][C:24](=[O:30])[O:25][C:26]([CH3:29])([CH3:28])[CH3:27])([C:14]2[CH:19]=[CH:18][CH:17]=[CH:16][CH:15]=2)[NH:11][N:10]=1.[N:31]1([C:36](N2C=CN=C2)=[S:37])C=CN=C1.[NH2:43]N. (10) Reactant: Br[C:2]1[C:3]([C:16]2[CH:21]=[CH:20][CH:19]=[CH:18][CH:17]=2)=[N:4][C:5]2[C:10]([N:11]=1)=[CH:9][C:8]([C:12]([O:14][CH3:15])=[O:13])=[CH:7][CH:6]=2.[CH3:22][CH:23]1[CH2:27][CH2:26][CH2:25][NH:24]1.C(=O)([O-])[O-].[K+].[K+]. Product: [CH3:22][CH:23]1[CH2:27][CH2:26][CH2:25][N:24]1[C:2]1[C:3]([C:16]2[CH:21]=[CH:20][CH:19]=[CH:18][CH:17]=2)=[N:4][C:5]2[C:10]([N:11]=1)=[CH:9][C:8]([C:12]([O:14][CH3:15])=[O:13])=[CH:7][CH:6]=2. The catalyst class is: 9.